Dataset: Full USPTO retrosynthesis dataset with 1.9M reactions from patents (1976-2016). Task: Predict the reactants needed to synthesize the given product. Given the product [ClH:41].[F:24][C:19]1[C:18]([C:17]2[N:13]([S:10]([C:6]3[CH:5]=[C:4]([C:1](=[O:3])[CH3:2])[CH:9]=[CH:8][CH:7]=3)(=[O:12])=[O:11])[CH:14]=[C:15]([CH2:25][NH:26][CH3:27])[CH:16]=2)=[CH:23][CH:22]=[CH:21][N:20]=1, predict the reactants needed to synthesize it. The reactants are: [C:1]([C:4]1[CH:5]=[C:6]([S:10]([N:13]2[C:17]([C:18]3[C:19]([F:24])=[N:20][CH:21]=[CH:22][CH:23]=3)=[CH:16][C:15]([CH2:25][N:26](C)[C:27](=O)OC(C)(C)C)=[CH:14]2)(=[O:12])=[O:11])[CH:7]=[CH:8][CH:9]=1)(=[O:3])[CH3:2].C(OCC)(=O)C.[ClH:41].